Predict which catalyst facilitates the given reaction. From a dataset of Catalyst prediction with 721,799 reactions and 888 catalyst types from USPTO. (1) Reactant: CNC=O.N([C:8]1[CH:9]=[C:10]([CH:14]=[CH:15][CH:16]=1)[C:11]([OH:13])=[O:12])=C=S.IC. Product: [C:11]([OH:13])(=[O:12])[C:10]1[CH:14]=[CH:15][CH:16]=[CH:8][CH:9]=1. The catalyst class is: 5. (2) Reactant: [Cl:1][C:2]1[CH:3]=[C:4]2[NH:11][C@@H:10]([CH3:12])[CH2:9][N:5]2[C:6](=[O:8])[N:7]=1.I[CH:14]([CH3:16])[CH3:15].C([O-])([O-])=O.[Cs+].[Cs+]. Product: [Cl:1][C:2]1[CH:3]=[C:4]2[N:11]([CH:14]([CH3:16])[CH3:15])[C@@H:10]([CH3:12])[CH2:9][N:5]2[C:6](=[O:8])[N:7]=1. The catalyst class is: 10.